From a dataset of Forward reaction prediction with 1.9M reactions from USPTO patents (1976-2016). Predict the product of the given reaction. (1) Given the reactants [NH2:1][C:2]1[CH:32]=[CH:31][C:5]([C:6]([N:8]2[CH2:13][CH2:12][N:11]([CH2:14][C:15]3[CH:16]=[C:17]([CH:28]=[CH:29][CH:30]=3)[C:18]([NH:20][C:21]([CH3:27])([CH3:26])[C:22]([F:25])([F:24])[F:23])=[O:19])[CH2:10][CH2:9]2)=[O:7])=[CH:4][C:3]=1[F:33].C1C([N+]([O-])=O)=CC=C([Cl-][C:44]([O-])=[O:45])C=1.[CH2:47]([NH2:52])[C:48]([CH3:51])([CH3:50])[CH3:49], predict the reaction product. The product is: [F:33][C:3]1[CH:4]=[C:5]([CH:31]=[CH:32][C:2]=1[NH:1][C:44]([NH:52][CH2:47][C:48]([CH3:51])([CH3:50])[CH3:49])=[O:45])[C:6]([N:8]1[CH2:9][CH2:10][N:11]([CH2:14][C:15]2[CH:16]=[C:17]([CH:28]=[CH:29][CH:30]=2)[C:18]([NH:20][C:21]([CH3:27])([CH3:26])[C:22]([F:25])([F:24])[F:23])=[O:19])[CH2:12][CH2:13]1)=[O:7]. (2) Given the reactants [NH2:1][CH:2]1[CH2:7][CH2:6][CH2:5][N:4]([C:8]([C:10]2[CH:11]=[C:12]3[C:20](=[CH:21][CH:22]=2)[N:19]([CH3:23])[C:18]2[CH2:17][CH2:16][CH:15]([CH:24]4[CH2:29][CH2:28][O:27][CH2:26][CH2:25]4)[CH2:14][C:13]3=2)=[O:9])[CH2:3]1.CN(C(ON1N=NC2C=CC=NC1=2)=[N+](C)C)C.F[P-](F)(F)(F)(F)F.[CH:54]1([CH2:57][C:58](O)=[O:59])[CH2:56][CH2:55]1.C(N(CC)C(C)C)(C)C, predict the reaction product. The product is: [CH:54]1([CH2:57][C:58]([NH:1][CH:2]2[CH2:7][CH2:6][CH2:5][N:4]([C:8]([C:10]3[CH:11]=[C:12]4[C:20](=[CH:21][CH:22]=3)[N:19]([CH3:23])[C:18]3[CH2:17][CH2:16][CH:15]([CH:24]5[CH2:25][CH2:26][O:27][CH2:28][CH2:29]5)[CH2:14][C:13]4=3)=[O:9])[CH2:3]2)=[O:59])[CH2:56][CH2:55]1. (3) Given the reactants [Br:1][CH2:2][C:3]1[CH:4]=[C:5]([CH:8]=[CH:9][CH:10]=1)[CH:6]=O.[CH:11]1([O:16][C:17](=[O:22])[C:18]([CH3:21])([CH3:20])[NH2:19])[CH2:15][CH2:14][CH2:13][CH2:12]1.C(O[BH-](OC(=O)C)OC(=O)C)(=O)C.[Na+].C(OCC)(=O)C, predict the reaction product. The product is: [Br:1][CH2:2][C:3]1[CH:4]=[C:5]([CH:8]=[CH:9][CH:10]=1)[CH2:6][NH:19][C:18]([CH3:21])([C:17]([O:16][CH:11]1[CH2:15][CH2:14][CH2:13][CH2:12]1)=[O:22])[CH3:20].